Dataset: Forward reaction prediction with 1.9M reactions from USPTO patents (1976-2016). Task: Predict the product of the given reaction. (1) Given the reactants Br[C:2]1[N:3]=[C:4]([C:8]([O:10][CH3:11])=[O:9])[N:5]([CH3:7])[CH:6]=1.[F-].[Cs+].B1([C:23]2[CH:28]=[CH:27][C:26]([NH2:29])=[CH:25][CH:24]=2)OC(C)(C)C(C)(C)O1, predict the reaction product. The product is: [NH2:29][C:26]1[CH:27]=[CH:28][C:23]([C:2]2[N:3]=[C:4]([C:8]([O:10][CH3:11])=[O:9])[N:5]([CH3:7])[CH:6]=2)=[CH:24][CH:25]=1. (2) Given the reactants [Cl:1][C:2]1[CH:3]=[C:4]([C:9]2[CH:14]=[C:13]([CH3:15])[N:12]=[C:11](I)[CH:10]=2)[CH:5]=[CH:6][C:7]=1[Cl:8].[Br:17][C:18]1[S:22][C:21](B(O)O)=[CH:20][CH:19]=1, predict the reaction product. The product is: [Br:17][C:18]1[S:22][C:21]([C:11]2[CH:10]=[C:9]([C:4]3[CH:5]=[CH:6][C:7]([Cl:8])=[C:2]([Cl:1])[CH:3]=3)[CH:14]=[C:13]([CH3:15])[N:12]=2)=[CH:20][CH:19]=1. (3) Given the reactants Cl.[NH2:2][C@@H:3]1[CH2:8][CH2:7][C@H:6]([NH:9][C:10](=[O:27])[C:11]2[CH:16]=[C:15]([F:17])[CH:14]=[N:13][C:12]=2[O:18][C:19]2[CH:24]=[CH:23][CH:22]=[C:21]([S:25][CH3:26])[CH:20]=2)[CH2:5][CH2:4]1.C(N(CC)CC)C.[C:35](O)(=[O:38])[CH2:36][OH:37].Cl.CN(C)CCCN=C=NCC.ON1C2C=CC=CC=2N=N1, predict the reaction product. The product is: [F:17][C:15]1[CH:14]=[N:13][C:12]([O:18][C:19]2[CH:24]=[CH:23][CH:22]=[C:21]([S:25][CH3:26])[CH:20]=2)=[C:11]([CH:16]=1)[C:10]([NH:9][C@H:6]1[CH2:7][CH2:8][C@@H:3]([NH:2][C:36](=[O:37])[CH2:35][OH:38])[CH2:4][CH2:5]1)=[O:27]. (4) Given the reactants C1(P(C2C=CC=CC=2)C2C=CC=CC=2)C=CC=CC=1.CCOC(/N=N/C(OCC)=O)=O.[Cl:32][C:33]1[CH:38]=[C:37]([OH:39])[CH:36]=[C:35]([OH:40])[CH:34]=1.[C:41]([C:43]1[CH:48]=[CH:47][C:46]([CH2:49][CH2:50]O)=[CH:45][CH:44]=1)#[N:42], predict the reaction product. The product is: [Cl:32][C:33]1[CH:38]=[C:37]([OH:39])[CH:36]=[C:35]([O:40][CH2:50][CH2:49][C:46]2[CH:47]=[CH:48][C:43]([C:41]#[N:42])=[CH:44][CH:45]=2)[CH:34]=1. (5) Given the reactants Br[C:2]1[N:10]([CH2:11][CH2:12][CH:13]([CH3:15])[CH3:14])[C:9]2[C:8](=[O:16])[NH:7][C:6](=[O:17])[N:5]([CH3:18])[C:4]=2[N:3]=1.Br[CH2:20][CH2:21][CH2:22][O:23][Si:24]([C:27]([CH3:30])([CH3:29])[CH3:28])([CH3:26])[CH3:25].C(=O)([O-])[O-].[K+].[K+], predict the reaction product. The product is: [Si:24]([O:23][CH2:22][CH2:21][CH2:20][N:7]1[C:8](=[O:16])[C:9]2[N:10]([CH2:11][CH2:12][CH:13]([CH3:15])[CH3:14])[CH:2]=[N:3][C:4]=2[N:5]([CH3:18])[C:6]1=[O:17])([C:27]([CH3:28])([CH3:29])[CH3:30])([CH3:26])[CH3:25]. (6) Given the reactants [Cl:1][C:2]1[CH:7]=[CH:6][N:5]=[C:4]2[CH:8]=[C:9]([C:11]([OH:13])=O)[S:10][C:3]=12.[CH3:14][N:15]([CH3:20])[CH2:16][CH2:17][NH:18][CH3:19].CCN(CC)CC, predict the reaction product. The product is: [Cl:1][C:2]1[CH:7]=[CH:6][N:5]=[C:4]2[CH:8]=[C:9]([C:11]([N:18]([CH2:17][CH2:16][N:15]([CH3:20])[CH3:14])[CH3:19])=[O:13])[S:10][C:3]=12. (7) Given the reactants O=S(Cl)Cl.[O:5]1[CH2:10][CH2:9][CH:8]([C:11]([OH:13])=O)[CH2:7][CH2:6]1.[Al+3].[Cl-].[Cl-].[Cl-].[CH:18]1[CH:23]=[CH:22][CH:21]=[CH:20][CH:19]=1, predict the reaction product. The product is: [C:18]1([C:11]([CH:8]2[CH2:7][CH2:6][O:5][CH2:10][CH2:9]2)=[O:13])[CH:23]=[CH:22][CH:21]=[CH:20][CH:19]=1.